This data is from Full USPTO retrosynthesis dataset with 1.9M reactions from patents (1976-2016). The task is: Predict the reactants needed to synthesize the given product. (1) The reactants are: C([N:5]1[CH2:14][CH2:13][C:12]2[C:7](=[CH:8][N:9]=[C:10]([C:15]3[CH:16]=[N:17][C:18]([CH:21]4[CH2:23][CH2:22]4)=[N:19][CH:20]=3)[CH:11]=2)[CH2:6]1)(C)(C)C.[Cl:24]C(OC(Cl)C)=O.[Cl-].[Ca+2].[Cl-]. Given the product [ClH:24].[CH:21]1([C:18]2[N:19]=[CH:20][C:15]([C:10]3[CH:11]=[C:12]4[C:7](=[CH:8][N:9]=3)[CH2:6][NH:5][CH2:14][CH2:13]4)=[CH:16][N:17]=2)[CH2:23][CH2:22]1, predict the reactants needed to synthesize it. (2) Given the product [CH3:28][O:27][C:21]1[CH:20]=[C:19]([C:17]2[N:16]([C:29]3[CH:30]=[CH:31][C:32]([O:35][CH3:36])=[CH:33][CH:34]=3)[N:15]=[C:14]([CH:11]3[CH2:12][CH2:13][N:8]([C:6](=[O:7])[N:65]([OH:66])[CH3:64])[CH2:9][CH2:10]3)[CH:18]=2)[CH:24]=[CH:23][C:22]=1[O:25][CH3:26], predict the reactants needed to synthesize it. The reactants are: C(O[C:6]([N:8]1[CH2:13][CH2:12][CH:11]([C:14]2[CH:18]=[C:17]([C:19]3[CH:24]=[CH:23][C:22]([O:25][CH3:26])=[C:21]([O:27][CH3:28])[CH:20]=3)[N:16]([C:29]3[CH:34]=[CH:33][C:32]([O:35][CH3:36])=[CH:31][CH:30]=3)[N:15]=2)[CH2:10][CH2:9]1)=[O:7])(C)(C)C.FC(F)(F)C(O)=O.ClC(Cl)(OC(=O)OC(Cl)(Cl)Cl)Cl.C(N(CC)CC)C.Cl.[CH3:64][NH:65][OH:66]. (3) Given the product [OH:17][C@H:10]([C:11]1[CH:12]=[N:13][CH:14]=[CH:15][CH:16]=1)[CH2:9][NH:8][CH2:25][C@H:26]1[CH2:35][CH2:34][C:33]2[C:28](=[CH:29][CH:30]=[C:31]([C:36]3[CH:45]=[CH:44][CH:43]=[CH:42][C:37]=3[C:38]([O:40][CH3:41])=[O:39])[CH:32]=2)[O:27]1, predict the reactants needed to synthesize it. The reactants are: C(OC([N:8]([CH2:25][C@H:26]1[CH2:35][CH2:34][C:33]2[C:28](=[CH:29][CH:30]=[C:31]([C:36]3[CH:45]=[CH:44][CH:43]=[CH:42][C:37]=3[C:38]([O:40][CH3:41])=[O:39])[CH:32]=2)[O:27]1)[CH2:9][C@H:10]([O:17][Si](C(C)(C)C)(C)C)[C:11]1[CH:12]=[N:13][CH:14]=[CH:15][CH:16]=1)=O)(C)(C)C.Cl. (4) Given the product [O:46]1[CH2:45][CH2:44][O:43][CH:42]1[C:37]1[C:36]([C:7]2[CH:8]=[C:9]3[C:4](=[C:5]4[CH2:26][CH2:25][CH2:24][C:6]=24)[N:3]([C:27]([O:29][C:30]([CH3:31])([CH3:33])[CH3:32])=[O:28])[C:2]([CH3:1])([CH3:34])[C:11](=[O:12])[C:10]3([CH3:13])[CH3:14])=[C:40]([CH3:41])[O:39][N:38]=1, predict the reactants needed to synthesize it. The reactants are: [CH3:1][C:2]1([CH3:34])[C:11](=[O:12])[C:10]([CH3:14])([CH3:13])[C:9]2[C:4](=[C:5]3[CH2:26][CH2:25][CH2:24][C:6]3=[C:7](B3OC(C)(C)C(C)(C)O3)[CH:8]=2)[N:3]1[C:27]([O:29][C:30]([CH3:33])([CH3:32])[CH3:31])=[O:28].Br[C:36]1[C:37]([CH:42]2[O:46][CH2:45][CH2:44][O:43]2)=[N:38][O:39][C:40]=1[CH3:41].C(=O)([O-])[O-].[K+].[K+]. (5) Given the product [N:21]1[CH:22]=[CH:23][CH:24]=[C:19]([CH2:18][N:13]2[CH:14]=[C:10]([C:9]#[C:8][C:6]3[CH:5]=[CH:4][N:3]=[C:2]([Cl:1])[CH:7]=3)[N:11]=[C:12]2[CH3:15])[CH:20]=1, predict the reactants needed to synthesize it. The reactants are: [Cl:1][C:2]1[CH:7]=[C:6]([C:8]#[C:9][C:10]2[N:11]=[C:12]([CH3:15])[NH:13][CH:14]=2)[CH:5]=[CH:4][N:3]=1.Br.Br[CH2:18][C:19]1[CH:20]=[N:21][CH:22]=[CH:23][CH:24]=1. (6) Given the product [Cl:12][C:9]1[N:8]=[C:7]([N:13]2[CH2:18][CH2:17][O:16][CH2:15][CH2:14]2)[C:6]2[C:11](=[C:2]([C:24]3[CH:25]=[C:20]([OH:19])[CH:21]=[CH:22][CH:23]=3)[CH:3]=[CH:4][CH:5]=2)[N:10]=1, predict the reactants needed to synthesize it. The reactants are: Br[C:2]1[CH:3]=[CH:4][CH:5]=[C:6]2[C:11]=1[N:10]=[C:9]([Cl:12])[N:8]=[C:7]2[N:13]1[CH2:18][CH2:17][O:16][CH2:15][CH2:14]1.[OH:19][C:20]1[CH:21]=[C:22](B(O)O)[CH:23]=[CH:24][CH:25]=1.C(=O)([O-])[O-].[Na+].[Na+].CN(C=O)C. (7) The reactants are: [Cl:1][C:2]1[CH:7]=[CH:6][C:5]([C@H:8]2[N:15]3[C:11]([S:12][C:13]([C:19]([OH:21])=O)=[C:14]3[CH:16]([CH3:18])[CH3:17])=[N:10][C@:9]2([C:23]2[CH:28]=[CH:27][C:26]([Cl:29])=[CH:25][CH:24]=2)[CH3:22])=[CH:4][CH:3]=1.[NH2:30][CH2:31][C:32]([NH2:34])=[O:33]. Given the product [NH2:34][C:32](=[O:33])[CH2:31][NH:30][C:19]([C:13]1[S:12][C:11]2=[N:10][C@:9]([C:23]3[CH:28]=[CH:27][C:26]([Cl:29])=[CH:25][CH:24]=3)([CH3:22])[C@@H:8]([C:5]3[CH:6]=[CH:7][C:2]([Cl:1])=[CH:3][CH:4]=3)[N:15]2[C:14]=1[CH:16]([CH3:17])[CH3:18])=[O:21], predict the reactants needed to synthesize it.